From a dataset of Forward reaction prediction with 1.9M reactions from USPTO patents (1976-2016). Predict the product of the given reaction. (1) Given the reactants [CH3:1][C:2]1[N:7]=[C:6]([CH3:8])[C:5]([O:9][CH2:10][C@@:11]2([C:26]3[CH:31]=[CH:30][CH:29]=[C:28]([F:32])[CH:27]=3)[CH2:13][C@H:12]2[C:14]([NH:16][C:17]2[CH:22]=[CH:21][C:20]([F:23])=[C:19]([O:24]C)[N:18]=2)=[O:15])=[CH:4][N:3]=1.Cl.N1C=CC=CC=1, predict the reaction product. The product is: [CH3:1][C:2]1[N:7]=[C:6]([CH3:8])[C:5]([O:9][CH2:10][C@@:11]2([C:26]3[CH:31]=[CH:30][CH:29]=[C:28]([F:32])[CH:27]=3)[CH2:13][C@H:12]2[C:14]([NH:16][C:17]2[CH:22]=[CH:21][C:20]([F:23])=[C:19]([OH:24])[N:18]=2)=[O:15])=[CH:4][N:3]=1. (2) Given the reactants [F:1][C:2]([F:19])([F:18])[C:3]1[CH:8]=[CH:7][C:6]([CH:9]=[CH:10][C:11]2[O:12][CH:13]=[C:14]([CH2:16][OH:17])[N:15]=2)=[CH:5][CH:4]=1.Cl[C:21]1[N:22]=[N:23][C:24]([CH2:27][CH2:28][CH2:29][CH2:30][N:31]2[CH:35]=[N:34][CH:33]=[N:32]2)=[CH:25][CH:26]=1.CC(C)([O-])C.[Na+].[NH4+].[Cl-], predict the reaction product. The product is: [N:31]1([CH2:30][CH2:29][CH2:28][CH2:27][C:24]2[N:23]=[N:22][C:21]([O:17][CH2:16][C:14]3[N:15]=[C:11](/[CH:10]=[CH:9]/[C:6]4[CH:7]=[CH:8][C:3]([C:2]([F:1])([F:18])[F:19])=[CH:4][CH:5]=4)[O:12][CH:13]=3)=[CH:26][CH:25]=2)[CH:35]=[N:34][CH:33]=[N:32]1. (3) Given the reactants C([C:4]1[CH:36]=[CH:35][C:7]2[NH:8][CH:9]([CH2:33][CH3:34])[N:10]([C:11]3[CH:16]=[CH:15][C:14]([CH2:17][CH2:18][NH:19][C:20]([NH:22][S:23]([C:26]4[CH:31]=[CH:30][C:29]([CH3:32])=[CH:28][CH:27]=4)(=[O:25])=[O:24])=O)=[CH:13][CH:12]=3)[C:6]=2[CH:5]=1)(=O)C.[CH3:37][Mg]I.[OH2:40].[O:41]1[CH2:45][CH2:44]CC1, predict the reaction product. The product is: [CH2:33]([C:9]1[N:10]([C:11]2[CH:12]=[CH:13][C:14]([CH2:17][CH2:18][NH:19][C:20]([NH:22][S:23]([C:26]3[CH:27]=[CH:28][C:29]([CH3:32])=[CH:30][CH:31]=3)(=[O:25])=[O:24])=[O:40])=[CH:15][CH:16]=2)[C:6]2[CH:5]=[CH:4][C:36]([C:45]([OH:41])([CH3:44])[CH3:37])=[CH:35][C:7]=2[N:8]=1)[CH3:34].[CH3:32][C:29]1[CH:30]=[CH:31][C:26]([S:23]([OH:24])(=[O:25])=[O:41])=[CH:27][CH:28]=1.